This data is from Full USPTO retrosynthesis dataset with 1.9M reactions from patents (1976-2016). The task is: Predict the reactants needed to synthesize the given product. (1) Given the product [CH3:70][C:66]1[CH:65]=[C:64]([C:62](=[O:63])[CH2:61][CH:60]([C:56]2[CH:55]=[C:54]([C:50]3[CH:51]=[CH:52][CH:53]=[C:48]([C:46]([NH:45][CH2:44][C:43]([OH:78])=[O:42])=[O:47])[CH:49]=3)[CH:59]=[CH:58][CH:57]=2)[C:71]2[CH:76]=[CH:75][CH:74]=[CH:73][C:72]=2[CH3:77])[CH:69]=[CH:68][N:67]=1, predict the reactants needed to synthesize it. The reactants are: CC1C=C(C(=O)CC(C2C=C(C3C=CC=C(C(O)=O)C=3)C=CC=2)C2C=CC=CC=2C)C=CN=1.Cl.COC(=O)CN.C[O:42][C:43](=[O:78])[CH2:44][NH:45][C:46]([C:48]1[CH:49]=[C:50]([C:54]2[CH:59]=[CH:58][CH:57]=[C:56]([CH:60]([C:71]3[CH:76]=[CH:75][CH:74]=[CH:73][C:72]=3[CH3:77])[CH2:61][C:62]([C:64]3[CH:69]=[CH:68][N:67]=[C:66]([CH3:70])[CH:65]=3)=[O:63])[CH:55]=2)[CH:51]=[CH:52][CH:53]=1)=[O:47]. (2) Given the product [OH:1][C:2]1([C:13]2[S:14][CH:15]=[CH:16][N:17]=2)[CH2:7][CH2:6][CH:5]([C:8]([OH:10])=[O:9])[C:4]([CH3:11])([CH3:12])[CH2:3]1, predict the reactants needed to synthesize it. The reactants are: [OH:1][C:2]1([C:13]2[S:14][CH:15]=[CH:16][N:17]=2)[CH2:7][CH2:6][CH:5]([C:8]([O-:10])=[O:9])[C:4]([CH3:12])([CH3:11])[CH2:3]1.[OH-].[Na+].Cl.